From a dataset of Peptide-MHC class II binding affinity with 134,281 pairs from IEDB. Regression. Given a peptide amino acid sequence and an MHC pseudo amino acid sequence, predict their binding affinity value. This is MHC class II binding data. (1) The peptide sequence is KHLAVLVKYEGDTMA. The MHC is HLA-DQA10301-DQB10302 with pseudo-sequence HLA-DQA10301-DQB10302. The binding affinity (normalized) is 0.246. (2) The peptide sequence is LGEVFIAQSKGLYRQ. The MHC is DRB1_0101 with pseudo-sequence DRB1_0101. The binding affinity (normalized) is 1.00. (3) The peptide sequence is NSYLNESEFRNDWII. The MHC is DRB1_0101 with pseudo-sequence DRB1_0101. The binding affinity (normalized) is 0.546. (4) The peptide sequence is ALTDLGLIYTAKYPN. The MHC is DRB1_0101 with pseudo-sequence DRB1_0101. The binding affinity (normalized) is 0.417.